From a dataset of Catalyst prediction with 721,799 reactions and 888 catalyst types from USPTO. Predict which catalyst facilitates the given reaction. (1) The catalyst class is: 71. Product: [Cl:26][C:27]1[CH:28]=[C:29]([NH:30][C:2]2[C:11]3=[N:12][NH:13][CH:14]=[C:10]3[C:9]3[CH:8]=[C:7]([O:24][CH3:25])[CH:6]=[CH:5][C:4]=3[N:3]=2)[CH:31]=[CH:32][C:33]=1[N:34]1[CH2:35][CH2:36][N:37]([CH3:40])[CH2:38][CH2:39]1. Reactant: Cl[C:2]1[C:11]2=[N:12][N:13](CC3C=CC(OC)=CC=3)[CH:14]=[C:10]2[C:9]2[CH:8]=[C:7]([O:24][CH3:25])[CH:6]=[CH:5][C:4]=2[N:3]=1.[Cl:26][C:27]1[CH:28]=[C:29]([CH:31]=[CH:32][C:33]=1[N:34]1[CH2:39][CH2:38][N:37]([CH3:40])[CH2:36][CH2:35]1)[NH2:30].Cl. (2) Reactant: [I:1][C:2]1[N:6]2[CH:7]=[C:8]([C:15]3[CH:20]=[CH:19][CH:18]=[CH:17][CH:16]=3)[N:9]=[C:10](S(C)(=O)=O)[C:5]2=[N:4][CH:3]=1.[CH2:21]([NH2:25])[CH:22]([CH3:24])[CH3:23]. Product: [I:1][C:2]1[N:6]2[CH:7]=[C:8]([C:15]3[CH:20]=[CH:19][CH:18]=[CH:17][CH:16]=3)[N:9]=[C:10]([NH:25][CH2:21][CH:22]([CH3:24])[CH3:23])[C:5]2=[N:4][CH:3]=1. The catalyst class is: 3. (3) Reactant: C[Si]([N-][Si](C)(C)C)(C)C.[K+].[CH3:11][O:12][C:13]1[CH:26]=[CH:25][C:16]([CH2:17][O:18][CH:19]2[CH2:22][CH:21]([C:23]#[N:24])[CH2:20]2)=[CH:15][CH:14]=1.[CH:27]1([CH2:30]Br)[CH2:29][CH2:28]1. Product: [CH:27]1([CH2:30][C:21]2([C:23]#[N:24])[CH2:20][CH:19]([O:18][CH2:17][C:16]3[CH:25]=[CH:26][C:13]([O:12][CH3:11])=[CH:14][CH:15]=3)[CH2:22]2)[CH2:29][CH2:28]1. The catalyst class is: 1.